The task is: Predict the reaction yield, written as a fraction of the theoretical maximum amount of product (1.0 means a 100% yield; for example, 0.34 means a 34% yield).. This data is from Reaction yield outcomes from USPTO patents with 853,638 reactions. The reactants are [CH3:1][C@@:2]1([C:8]2[CH:17]=[CH:16][C:15]3[C:10](=[CH:11][CH:12]=[C:13]([O:18][C:19]4[CH:24]=[CH:23][CH:22]=[C:21]([C:25]([F:28])([F:27])[F:26])[CH:20]=4)[CH:14]=3)[CH:9]=2)[CH2:6][O:5]C(=O)[NH:3]1.C(O)C.[OH-].[Li+].O. No catalyst specified. The product is [NH2:3][C@@:2]([C:8]1[CH:17]=[CH:16][C:15]2[C:10](=[CH:11][CH:12]=[C:13]([O:18][C:19]3[CH:24]=[CH:23][CH:22]=[C:21]([C:25]([F:26])([F:27])[F:28])[CH:20]=3)[CH:14]=2)[CH:9]=1)([CH3:1])[CH2:6][OH:5]. The yield is 0.520.